This data is from Full USPTO retrosynthesis dataset with 1.9M reactions from patents (1976-2016). The task is: Predict the reactants needed to synthesize the given product. Given the product [CH2:16]([O:15][C:13](=[O:14])[CH2:12][C:6]1[CH:11]=[CH:10][C:9]([S:2]([Cl:1])(=[O:5])=[O:3])=[CH:8][CH:7]=1)[CH3:17], predict the reactants needed to synthesize it. The reactants are: [Cl:1][S:2]([OH:5])(=O)=[O:3].[C:6]1([CH2:12][C:13]([O:15][CH2:16][CH3:17])=[O:14])[CH:11]=[CH:10][CH:9]=[CH:8][CH:7]=1.